This data is from Catalyst prediction with 721,799 reactions and 888 catalyst types from USPTO. The task is: Predict which catalyst facilitates the given reaction. (1) Reactant: [CH2:1]([O:8][C:9]1[CH:18]=[CH:17][C:16]2[N:15]=[CH:14][C:13]3[N:19]=[C:20]([CH2:27][O:28][CH2:29][CH3:30])[N:21]([CH2:22][C:23]([NH2:26])([CH3:25])[CH3:24])[C:12]=3[C:11]=2[CH:10]=1)[C:2]1[CH:7]=[CH:6][CH:5]=[CH:4][CH:3]=1.C(N(CC)CC)C.[CH:38]1([C:44](Cl)=[O:45])[CH2:43][CH2:42][CH2:41][CH2:40][CH2:39]1.C(=O)(O)[O-].[Na+]. Product: [CH2:1]([O:8][C:9]1[CH:18]=[CH:17][C:16]2[N:15]=[CH:14][C:13]3[N:19]=[C:20]([CH2:27][O:28][CH2:29][CH3:30])[N:21]([CH2:22][C:23]([NH:26][C:44]([CH:38]4[CH2:43][CH2:42][CH2:41][CH2:40][CH2:39]4)=[O:45])([CH3:24])[CH3:25])[C:12]=3[C:11]=2[CH:10]=1)[C:2]1[CH:7]=[CH:6][CH:5]=[CH:4][CH:3]=1. The catalyst class is: 4. (2) Reactant: C([Mg]Cl)(C)C.I[C:7]1[CH:8]=[N:9][N:10]([CH:12]2[CH2:17][CH2:16][S:15](=[O:19])(=[O:18])[CH2:14][CH2:13]2)[CH:11]=1.CO[B:22]1[O:26][C:25]([CH3:28])([CH3:27])[C:24]([CH3:30])([CH3:29])[O:23]1. Product: [CH3:29][C:24]1([CH3:30])[C:25]([CH3:28])([CH3:27])[O:26][B:22]([C:7]2[CH:8]=[N:9][N:10]([CH:12]3[CH2:17][CH2:16][S:15](=[O:19])(=[O:18])[CH2:14][CH2:13]3)[CH:11]=2)[O:23]1. The catalyst class is: 1. (3) Reactant: Br[C:2]1[CH:11]=[C:10]2[C:5]([CH2:6][CH2:7][N:8]([C:12](=[O:17])[C:13]([F:16])([F:15])[F:14])[CH2:9]2)=[CH:4][CH:3]=1.C(Cl)Cl.C1C=CC=CC=1.[Br-].[CH2:28]([O:30][C:31](=[O:36])[CH2:32][CH2:33][CH2:34][Zn+])[CH3:29]. Product: [F:14][C:13]([F:16])([F:15])[C:12]([N:8]1[CH2:7][CH2:6][C:5]2[C:10](=[CH:11][C:2]([CH2:34][CH2:33][CH2:32][C:31]([O:30][CH2:28][CH3:29])=[O:36])=[CH:3][CH:4]=2)[CH2:9]1)=[O:17]. The catalyst class is: 450. (4) Reactant: [N+:1]([C:4]1[CH:5]=[C:6]([CH:24]=[CH:25][CH:26]=1)[CH2:7][O:8][C:9]1[CH:14]=[CH:13][C:12]([C@H:15]2[N:23]3[C@@H:18]([CH2:19][CH2:20][CH2:21][CH2:22]3)[CH2:17][CH2:16]2)=[CH:11][CH:10]=1)([O-])=O.O.O.[Sn](Cl)Cl. Product: [NH2:1][C:4]1[CH:5]=[C:6]([CH:24]=[CH:25][CH:26]=1)[CH2:7][O:8][C:9]1[CH:14]=[CH:13][C:12]([C@H:15]2[N:23]3[C@@H:18]([CH2:19][CH2:20][CH2:21][CH2:22]3)[CH2:17][CH2:16]2)=[CH:11][CH:10]=1. The catalyst class is: 8. (5) Reactant: C(=O)([O-])[O-].[Cs+].[Cs+].[C:7]([N:15]1[CH2:20][CH2:19][N:18]([C:21](=[O:25])[CH:22](Br)[CH3:23])[C@H:17]([CH3:26])[CH2:16]1)(=[O:14])[C:8]1[CH:13]=[CH:12][CH:11]=[CH:10][CH:9]=1.[CH3:27][O:28][C:29](=[O:38])[C:30]1[CH:35]=[CH:34][CH:33]=[C:32]([OH:36])[C:31]=1[CH3:37]. The catalyst class is: 21. Product: [CH3:27][O:28][C:29](=[O:38])[C:30]1[CH:35]=[CH:34][CH:33]=[C:32]([O:36][CH:22]([CH3:23])[C:21]([N:18]2[CH2:19][CH2:20][N:15]([C:7](=[O:14])[C:8]3[CH:13]=[CH:12][CH:11]=[CH:10][CH:9]=3)[CH2:16][C@H:17]2[CH3:26])=[O:25])[C:31]=1[CH3:37].